Dataset: CYP1A2 inhibition data for predicting drug metabolism from PubChem BioAssay. Task: Regression/Classification. Given a drug SMILES string, predict its absorption, distribution, metabolism, or excretion properties. Task type varies by dataset: regression for continuous measurements (e.g., permeability, clearance, half-life) or binary classification for categorical outcomes (e.g., BBB penetration, CYP inhibition). Dataset: cyp1a2_veith. (1) The compound is CCNc1ncc2nc(-c3cc(F)cc(F)c3)c(=O)n(-c3ccccc3)c2n1. The result is 1 (inhibitor). (2) The compound is Cc1ccc(C)c(/C(O)=C2/C(=O)C(=O)N(CCN3CCOCC3)C2c2ccco2)c1. The result is 1 (inhibitor). (3) The compound is COC1(CS(=O)c2ccccc2)CCN(CCc2c[nH]c3ccc(F)cc23)CC1. The result is 0 (non-inhibitor). (4) The molecule is CN1C(=O)C(=Cc2ccc(N3CCCCCC3)o2)C(=O)N(C)C1=S. The result is 1 (inhibitor). (5) The drug is CC(Sc1nc(NCc2ccccc2)nc(N(C)C)n1)C(=O)Nc1ccccc1. The result is 0 (non-inhibitor). (6) The molecule is O=C1Nc2cc(C(=O)N3CCOCC3)ccc2SC1N1CCOCC1. The result is 0 (non-inhibitor). (7) The compound is COc1ccc(CCN2CC34C=CC(O3)C(C(=O)NCc3ccccc3)C4C2=O)cc1OC. The result is 0 (non-inhibitor).